From a dataset of Reaction yield outcomes from USPTO patents with 853,638 reactions. Predict the reaction yield, written as a fraction of the theoretical maximum amount of product (1.0 means a 100% yield; for example, 0.34 means a 34% yield). The reactants are Cl[C:2]1[N:20]=[CH:19][CH:18]=[CH:17][C:3]=1[C:4]([NH:6][C:7]1[CH:12]=[CH:11][CH:10]=[CH:9][C:8]=1[NH:13][CH:14]1[CH2:16][CH2:15]1)=[O:5].[H-].[Na+]. The catalyst is N1C=CC=CC=1. The product is [CH:14]1([N:13]2[C:2]3[N:20]=[CH:19][CH:18]=[CH:17][C:3]=3[C:4](=[O:5])[NH:6][C:7]3[CH:12]=[CH:11][CH:10]=[CH:9][C:8]2=3)[CH2:16][CH2:15]1. The yield is 0.850.